Task: Regression/Classification. Given a drug SMILES string, predict its absorption, distribution, metabolism, or excretion properties. Task type varies by dataset: regression for continuous measurements (e.g., permeability, clearance, half-life) or binary classification for categorical outcomes (e.g., BBB penetration, CYP inhibition). Dataset: cyp1a2_veith.. Dataset: CYP1A2 inhibition data for predicting drug metabolism from PubChem BioAssay (1) The drug is CC(C)(O/N=C(\C(=O)N[C@@H]1C(=O)N2C(C(=O)[O-])=C(C[n+]3ccccc3)CS[C@@H]12)c1csc(N)n1)C(=O)O.O.O.O.O.O. The result is 0 (non-inhibitor). (2) The molecule is Cc1noc(C)c1-c1cc(N2CCNCC2)ncn1. The result is 1 (inhibitor). (3) The molecule is Cc1ccccc1OCC(=O)Nc1sc(C(=O)Nc2cccc(C)c2C)c(C)c1C#N. The result is 0 (non-inhibitor). (4) The molecule is Cc1ccc(-c2nnc(SCC(C)C)n2C)cc1. The result is 0 (non-inhibitor). (5) The compound is CCOC(=O)c1c2c(n3ccccc13)C(=O)c1ccccc1C2=O. The result is 1 (inhibitor). (6) The compound is CC(C)(N=NC(C)(C)C1=NCCN1)C1=NCCN1. The result is 0 (non-inhibitor). (7) The molecule is COc1ccc(Nc2nnc(-c3ccc(N4CCOCC4)c([N+](=O)[O-])c3)c3ccccc23)cc1. The result is 0 (non-inhibitor).